Dataset: Peptide-MHC class II binding affinity with 134,281 pairs from IEDB. Task: Regression. Given a peptide amino acid sequence and an MHC pseudo amino acid sequence, predict their binding affinity value. This is MHC class II binding data. The peptide sequence is INEPTAAAIAYGTDR. The MHC is HLA-DQA10501-DQB10301 with pseudo-sequence HLA-DQA10501-DQB10301. The binding affinity (normalized) is 0.580.